From a dataset of Full USPTO retrosynthesis dataset with 1.9M reactions from patents (1976-2016). Predict the reactants needed to synthesize the given product. (1) Given the product [O:35]=[C:34]([N:9]1[CH2:8][CH2:7][C:6]2[C:11](=[CH:12][C:3]([C:2]([F:1])([F:13])[F:14])=[CH:4][CH:5]=2)[CH2:10]1)[CH2:33][N:17]1[CH2:18][CH2:19][C:20]([C:27]2[CH:32]=[CH:31][CH:30]=[CH:29][CH:28]=2)([C:21]2[CH:26]=[CH:25][CH:24]=[CH:23][CH:22]=2)[C:16]1=[O:15], predict the reactants needed to synthesize it. The reactants are: [F:1][C:2]([F:14])([F:13])[C:3]1[CH:12]=[C:11]2[C:6]([CH2:7][CH2:8][NH:9][CH2:10]2)=[CH:5][CH:4]=1.[O:15]=[C:16]1[C:20]([C:27]2[CH:32]=[CH:31][CH:30]=[CH:29][CH:28]=2)([C:21]2[CH:26]=[CH:25][CH:24]=[CH:23][CH:22]=2)[CH2:19][CH2:18][N:17]1[CH2:33][C:34](O)=[O:35].Cl.C(N=C=NCCCN(C)C)C. (2) The reactants are: C([O:4][CH2:5][C@@H:6]1[C@@H:11]([O:12]C(=O)C)[C@H:10]([O:16]C(=O)C)[C@H:9]([F:20])[C@@H:8]([O:21][C:22]2[CH:27]=[CH:26][C:25](Br)=[CH:24][C:23]=2[CH3:29])[O:7]1)(=O)C.[N+:30]([C:33]1[CH:34]=[C:35](B(O)O)[CH:36]=[CH:37][CH:38]=1)([O-:32])=[O:31].C([O-])([O-])=O.[Cs+].[Cs+]. Given the product [F:20][C@@H:9]1[C@@H:8]([O:21][C:22]2[CH:27]=[CH:26][C:25]([C:37]3[CH:36]=[CH:35][CH:34]=[C:33]([N+:30]([O-:32])=[O:31])[CH:38]=3)=[CH:24][C:23]=2[CH3:29])[O:7][C@H:6]([CH2:5][OH:4])[C@@H:11]([OH:12])[C@@H:10]1[OH:16], predict the reactants needed to synthesize it. (3) Given the product [F:21][C@@H:19]1[CH2:20][N:16]([C:14](=[O:15])[CH2:13][NH:12][C:7]23[CH2:10][CH2:11][C:4]([C:1]([NH:33][C:32]4[CH:34]=[CH:35][C:29]([S:26]([C:25]([F:37])([F:24])[F:36])(=[O:28])=[O:27])=[CH:30][CH:31]=4)=[O:2])([CH2:5][CH2:6]2)[CH2:9][CH2:8]3)[C@H:17]([C:22]#[N:23])[CH2:18]1, predict the reactants needed to synthesize it. The reactants are: [C:1]([C:4]12[CH2:11][CH2:10][C:7]([NH:12][CH2:13][C:14]([N:16]3[CH2:20][C@@H:19]([F:21])[CH2:18][C@H:17]3[C:22]#[N:23])=[O:15])([CH2:8][CH2:9]1)[CH2:6][CH2:5]2)(O)=[O:2].[F:24][C:25]([F:37])([F:36])[S:26]([C:29]1[CH:35]=[CH:34][C:32]([NH2:33])=[CH:31][CH:30]=1)(=[O:28])=[O:27].